Task: Predict the reactants needed to synthesize the given product.. Dataset: Full USPTO retrosynthesis dataset with 1.9M reactions from patents (1976-2016) (1) Given the product [CH3:13][O:12][C:10](=[O:11])/[CH:9]=[CH:8]/[C:5]1[N:6]=[CH:7][C:2]([NH:14][C@@H:15]2[CH2:19][CH2:18][N:17]([C:20]([O:22][C:23]([CH3:26])([CH3:25])[CH3:24])=[O:21])[CH2:16]2)=[N:3][CH:4]=1, predict the reactants needed to synthesize it. The reactants are: Cl[C:2]1[N:3]=[CH:4][C:5](/[CH:8]=[CH:9]/[C:10]([O:12][CH3:13])=[O:11])=[N:6][CH:7]=1.[NH2:14][C@@H:15]1[CH2:19][CH2:18][N:17]([C:20]([O:22][C:23]([CH3:26])([CH3:25])[CH3:24])=[O:21])[CH2:16]1.C([O-])([O-])=O.[K+].[K+]. (2) Given the product [CH3:33][O:38][C:35](=[O:37])[C:2]1[CH:3]=[C:4]([C:5]#[N:6])[CH:7]=[CH:8][C:9]=1[CH:10]1[C:15]2[C:16](=[O:19])[CH2:17][CH2:18][C:14]=2[N:13]([C:20]2[CH:25]=[CH:24][N:23]=[C:22]([C:26]([F:29])([F:28])[F:27])[CH:21]=2)[C:12](=[O:30])[N:11]1[CH3:31], predict the reactants needed to synthesize it. The reactants are: Br[C:2]1[CH:3]=[C:4]([CH:7]=[CH:8][C:9]=1[CH:10]1[C:15]2[C:16](=[O:19])[CH2:17][CH2:18][C:14]=2[N:13]([C:20]2[CH:25]=[CH:24][N:23]=[C:22]([C:26]([F:29])([F:28])[F:27])[CH:21]=2)[C:12](=[O:30])[N:11]1[CH3:31])[C:5]#[N:6].Cl[CH2:33]Cl.[C:35]([O-:38])(=[O:37])C.[Na+].[C]=O. (3) Given the product [C:11]1([N:10]2[C:5]3=[N:6][CH:7]=[CH:8][CH:9]=[C:4]3[N:1]=[C:22]2[C:21]2[C:20]([NH2:19])=[N:27][CH:26]=[CH:25][CH:24]=2)[CH:16]=[CH:15][CH:14]=[CH:13][CH:12]=1, predict the reactants needed to synthesize it. The reactants are: [N+:1]([C:4]1[C:5]([NH:10][C:11]2[CH:16]=[CH:15][CH:14]=[CH:13][CH:12]=2)=[N:6][CH:7]=[CH:8][CH:9]=1)([O-])=O.CO.[NH2:19][C:20]1[N:27]=[CH:26][CH:25]=[CH:24][C:21]=1[CH:22]=O.[O-]S(S([O-])=O)=O.[Na+].[Na+]. (4) Given the product [Br:21][C:22]1[CH:23]=[C:24]2[C:28](=[CH:29][CH:30]=1)[NH:27][C:26](=[O:31])[C:25]2=[CH:16][C:13]1[NH:12][C:9]2[CH2:10][CH2:11][N:6]([CH2:5][CH2:4][N:3]([CH2:19][CH3:20])[CH2:1][CH3:2])[C:7](=[O:18])[C:8]=2[C:14]=1[CH3:15].[CH3:15][C:14]1[C:8]2[C:7](=[O:18])[NH:6][CH2:11][CH2:10][C:9]=2[NH:12][CH:13]=1, predict the reactants needed to synthesize it. The reactants are: [CH2:1]([N:3]([CH2:19][CH3:20])[CH2:4][CH2:5][N:6]1[CH2:11][CH2:10][C:9]2[NH:12][C:13]([CH:16]=O)=[C:14]([CH3:15])[C:8]=2[C:7]1=[O:18])[CH3:2].[Br:21][C:22]1[CH:23]=[C:24]2[C:28](=[CH:29][CH:30]=1)[NH:27][C:26](=[O:31])[CH2:25]2.